Dataset: Forward reaction prediction with 1.9M reactions from USPTO patents (1976-2016). Task: Predict the product of the given reaction. (1) Given the reactants [F:1][C:2]1[CH:7]=[CH:6][CH:5]=[CH:4][C:3]=1[N:8]1[C:34](=[O:35])[C:11]2=[CH:12][N:13]([CH2:20][C:21]3[N:26]=[CH:25][C:24](C4C(C)=NC=CC=4)=[CH:23][CH:22]=3)[C:14]3[CH:15]=[CH:16][CH:17]=[CH:18][C:19]=3[C:10]2=[N:9]1.[CH3:36][C:37]1[N:38]=[CH:39][NH:40][CH:41]=1.CN[C@@H]1CCCC[C@H]1NC.P([O-])([O-])([O-])=O.[K+].[K+].[K+], predict the reaction product. The product is: [F:1][C:2]1[CH:7]=[CH:6][CH:5]=[CH:4][C:3]=1[N:8]1[C:34](=[O:35])[C:11]2=[CH:12][N:13]([CH2:20][C:21]3[CH:22]=[CH:23][C:24]([N:40]4[CH:41]=[C:37]([CH3:36])[N:38]=[CH:39]4)=[CH:25][N:26]=3)[C:14]3[CH:15]=[CH:16][CH:17]=[CH:18][C:19]=3[C:10]2=[N:9]1. (2) Given the reactants [NH2:1][C:2]1[CH:3]=[C:4]([NH:9][C:10]2[N:15]=[C:14]3[S:16][C:17]([NH:19][C:20]([CH:22]4[CH2:24][CH2:23]4)=[O:21])=[N:18][C:13]3=[CH:12][CH:11]=2)[CH:5]=[CH:6][C:7]=1[F:8].[N:25]([C:28]1[CH:33]=[CH:32][C:31]([O:34][C:35]([F:38])([F:37])[F:36])=[CH:30][CH:29]=1)=[C:26]=[O:27], predict the reaction product. The product is: [F:8][C:7]1[CH:6]=[CH:5][C:4]([NH:9][C:10]2[N:15]=[C:14]3[S:16][C:17]([NH:19][C:20]([CH:22]4[CH2:23][CH2:24]4)=[O:21])=[N:18][C:13]3=[CH:12][CH:11]=2)=[CH:3][C:2]=1[NH:1][C:26](=[O:27])[NH:25][C:28]1[CH:33]=[CH:32][C:31]([O:34][C:35]([F:36])([F:38])[F:37])=[CH:30][CH:29]=1. (3) The product is: [F:28][C:27]1[C:22]2[CH2:21][CH2:20][C:19]3[C:29]([F:33])=[CH:30][CH:31]=[CH:32][C:18]=3[C:17](=[CH:16][C:8]3[CH:7]=[C:6]([NH:5][S:2]([CH3:1])(=[O:4])=[O:3])[CH:11]=[CH:10][CH:9]=3)[C:23]=2[CH:24]=[CH:25][CH:26]=1. Given the reactants [CH3:1][S:2]([NH:5][C:6]1[CH:7]=[C:8](B(O)O)[CH:9]=[CH:10][CH:11]=1)(=[O:4])=[O:3].Br[CH:16]=[C:17]1[C:23]2[CH:24]=[CH:25][CH:26]=[C:27]([F:28])[C:22]=2[CH2:21][CH2:20][C:19]2[C:29]([F:33])=[CH:30][CH:31]=[CH:32][C:18]1=2, predict the reaction product. (4) Given the reactants [C:1]([O:4][CH:5]([CH3:9])[C:6](Cl)=[O:7])(=[O:3])[CH3:2].[CH3:10][O:11][C:12]1[CH:56]=[C:55]([O:57][CH3:58])[CH:54]=[C:53]([O:59][CH3:60])[C:13]=1/[CH:14]=[CH:15]/[CH:16]([S:26]([CH:29](/[CH:39]=[CH:40]/[C:41]1[C:46]([O:47][CH3:48])=[CH:45][C:44]([O:49][CH3:50])=[CH:43][C:42]=1[O:51][CH3:52])[C:30]1[CH:35]=[CH:34][C:33]([O:36][CH3:37])=[C:32]([NH2:38])[CH:31]=1)(=[O:28])=[O:27])[C:17]1[CH:22]=[CH:21][C:20]([O:23][CH3:24])=[C:19]([NH2:25])[CH:18]=1, predict the reaction product. The product is: [CH3:60][O:59][C:53]1[CH:54]=[C:55]([O:57][CH3:58])[CH:56]=[C:12]([O:11][CH3:10])[C:13]=1/[CH:14]=[CH:15]/[CH:16]([S:26]([CH:29](/[CH:39]=[CH:40]/[C:41]1[C:42]([O:51][CH3:52])=[CH:43][C:44]([O:49][CH3:50])=[CH:45][C:46]=1[O:47][CH3:48])[C:30]1[CH:35]=[CH:34][C:33]([O:36][CH3:37])=[C:32]([NH:38][C:6](=[O:7])[CH:5]([O:4][C:1](=[O:3])[CH3:2])[CH3:9])[CH:31]=1)(=[O:28])=[O:27])[C:17]1[CH:22]=[CH:21][C:20]([O:23][CH3:24])=[C:19]([NH:25][C:6](=[O:7])[CH:5]([O:4][C:1](=[O:3])[CH3:2])[CH3:9])[CH:18]=1. (5) Given the reactants [CH2:1]([O:8][C:9]([NH:11][C:12]1[C:13]([C:30](O)=[O:31])=[N:14][C:15]2[C:20]([CH:21]=1)=[CH:19][CH:18]=[C:17]([N:22]1[CH2:27][CH2:26][N:25]([CH3:28])[C:24](=[O:29])[CH2:23]1)[CH:16]=2)=[O:10])[C:2]1[CH:7]=[CH:6][CH:5]=[CH:4][CH:3]=1.[NH2:33][C:34]1[CH:35]=[N:36][CH:37]=[CH:38][C:39]=1[N:40]1[CH2:45][C@H:44]([CH3:46])[C@H:43]([N:47]2[CH:51]=[CH:50][N:49]=[N:48]2)[C@H:42]([NH:52][C:53](=[O:59])[O:54][C:55]([CH3:58])([CH3:57])[CH3:56])[CH2:41]1.CN(C(ON1N=NC2C=CC=NC1=2)=[N+](C)C)C.F[P-](F)(F)(F)(F)F.CCN(C(C)C)C(C)C, predict the reaction product. The product is: [CH2:1]([O:8][C:9](=[O:10])[NH:11][C:12]1[C:13]([C:30]([NH:33][C:34]2[CH:35]=[N:36][CH:37]=[CH:38][C:39]=2[N:40]2[CH2:45][C@H:44]([CH3:46])[C@H:43]([N:47]3[CH:51]=[CH:50][N:49]=[N:48]3)[C@H:42]([NH:52][C:53]([O:54][C:55]([CH3:58])([CH3:57])[CH3:56])=[O:59])[CH2:41]2)=[O:31])=[N:14][C:15]2[C:20]([CH:21]=1)=[CH:19][CH:18]=[C:17]([N:22]1[CH2:27][CH2:26][N:25]([CH3:28])[C:24](=[O:29])[CH2:23]1)[CH:16]=2)[C:2]1[CH:7]=[CH:6][CH:5]=[CH:4][CH:3]=1.